From a dataset of Forward reaction prediction with 1.9M reactions from USPTO patents (1976-2016). Predict the product of the given reaction. (1) Given the reactants [CH:1]1[CH2:5][CH:4]=[CH:3][CH:2]=1.CCCCCC.C([Li])CCC.[Cl:17][C:18]1[CH:32]=[CH:31][C:21]([C:22]([C:24]2[CH:29]=[CH:28][C:27]([Cl:30])=[CH:26][CH:25]=2)=O)=[CH:20][CH:19]=1, predict the reaction product. The product is: [Cl:17][C:18]1[CH:19]=[CH:20][C:21]([C:22]([C:24]2[CH:29]=[CH:28][C:27]([Cl:30])=[CH:26][CH:25]=2)=[C:2]2[CH:1]=[CH:5][CH:4]=[CH:3]2)=[CH:31][CH:32]=1. (2) Given the reactants [C:1]([O:7][CH3:8])(=[O:6])[CH2:2][C:3]([CH3:5])=[O:4].[Cl:9][C:10]1[CH:15]=[CH:14][C:13]([CH:16](O)[CH3:17])=[CH:12][CH:11]=1, predict the reaction product. The product is: [C:3]([CH:2]([CH:16]([C:13]1[CH:14]=[CH:15][C:10]([Cl:9])=[CH:11][CH:12]=1)[CH3:17])[C:1]([O:7][CH3:8])=[O:6])(=[O:4])[CH3:5]. (3) Given the reactants C([SiH](CC)CC)C.[CH3:8][O:9][C:10](=[O:32])[C@@H:11]([O:29][CH2:30][CH3:31])[C@@H:12]([C:14]1[CH:19]=[CH:18][C:17]([O:20][CH2:21][C:22]2[CH:27]=[CH:26][CH:25]=[CH:24][CH:23]=2)=[CH:16][C:15]=1[CH3:28])O, predict the reaction product. The product is: [CH3:8][O:9][C:10](=[O:32])[C@@H:11]([O:29][CH2:30][CH3:31])[CH2:12][C:14]1[CH:19]=[CH:18][C:17]([O:20][CH2:21][C:22]2[CH:27]=[CH:26][CH:25]=[CH:24][CH:23]=2)=[CH:16][C:15]=1[CH3:28].